From a dataset of Reaction yield outcomes from USPTO patents with 853,638 reactions. Predict the reaction yield, written as a fraction of the theoretical maximum amount of product (1.0 means a 100% yield; for example, 0.34 means a 34% yield). (1) The reactants are [NH2:1][C:2]1[CH:11]=[C:10](Br)[CH:9]=[CH:8][C:3]=1[C:4]([O:6][CH3:7])=[O:5].[F:13][C:14]1[CH:19]=[CH:18][CH:17]=[CH:16][C:15]=1B(O)O.C(=O)([O-])[O-].[Na+].[Na+]. The catalyst is COCCOC.C1C=CC([P]([Pd]([P](C2C=CC=CC=2)(C2C=CC=CC=2)C2C=CC=CC=2)([P](C2C=CC=CC=2)(C2C=CC=CC=2)C2C=CC=CC=2)[P](C2C=CC=CC=2)(C2C=CC=CC=2)C2C=CC=CC=2)(C2C=CC=CC=2)C2C=CC=CC=2)=CC=1. The product is [NH2:1][C:2]1[CH:11]=[C:10]([C:15]2[CH:16]=[CH:17][CH:18]=[CH:19][C:14]=2[F:13])[CH:9]=[CH:8][C:3]=1[C:4]([O:6][CH3:7])=[O:5]. The yield is 0.810. (2) The reactants are [CH3:1][C:2]1[N:3]=[C:4]([NH:7][C:8]2[CH:13]=[C:12]([O:14][C:15]3[CH:23]=[CH:22][CH:21]=[CH:20][C:16]=3[C:17]([OH:19])=O)[CH:11]=[CH:10][N:9]=2)[S:5][CH:6]=1.C(N(CC)CC)C.C([Cl:36])(=O)OCC.[CH2:37]([N:39]1[CH2:44][CH2:43][NH:42][CH2:41][CH2:40]1)[CH3:38]. The catalyst is C1COCC1. The product is [ClH:36].[ClH:36].[CH2:37]([N:39]1[CH2:44][CH2:43][N:42]([C:17]([C:16]2[CH:20]=[CH:21][CH:22]=[CH:23][C:15]=2[O:14][C:12]2[CH:11]=[CH:10][N:9]=[C:8]([NH:7][C:4]3[S:5][CH:6]=[C:2]([CH3:1])[N:3]=3)[CH:13]=2)=[O:19])[CH2:41][CH2:40]1)[CH3:38]. The yield is 0.326. (3) The yield is 0.583. The catalyst is CN(C=O)C.O. The product is [O:20]=[C:19]([N:21]1[CH2:22][CH2:23][N:24]([C:27](=[O:38])[C:28]2[CH:33]=[CH:32][CH:31]=[CH:30][C:29]=2[C:34]([F:37])([F:35])[F:36])[CH2:25][CH2:26]1)[CH2:18][NH:17][C:72](=[O:73])[C:71]1[CH:70]=[CH:69][C:68]([O:61][C:62]2[CH:67]=[CH:66][CH:65]=[CH:64][CH:63]=2)=[CH:76][CH:75]=1. The reactants are CCN(C(C)C)C(C)C.OC(C(F)(F)F)=O.[NH2:17][CH2:18][C:19]([N:21]1[CH2:26][CH2:25][N:24]([C:27](=[O:38])[C:28]2[CH:33]=[CH:32][CH:31]=[CH:30][C:29]=2[C:34]([F:37])([F:36])[F:35])[CH2:23][CH2:22]1)=[O:20].C1C=CC2N(O)N=NC=2C=1.CCN=C=NCCCN(C)C.Cl.[O:61]([C:68]1[CH:76]=[CH:75][C:71]([C:72](O)=[O:73])=[CH:70][CH:69]=1)[C:62]1[CH:67]=[CH:66][CH:65]=[CH:64][CH:63]=1. (4) The catalyst is O1CCOCC1. The reactants are [OH:1][C:2]1[CH:3]=[C:4]([CH2:9][C@H:10]([NH:27]C(OC(C)(C)C)=O)[C:11]([O:13][CH2:14][CH:15]([OH:26])[CH2:16][O:17][C:18]([C:20]2[CH:25]=[CH:24][CH:23]=[CH:22][CH:21]=2)=[O:19])=[O:12])[CH:5]=[CH:6][C:7]=1[OH:8].[ClH:35]. The yield is 0.480. The product is [ClH:35].[NH2:27][C@@H:10]([CH2:9][C:4]1[CH:5]=[CH:6][C:7]([OH:8])=[C:2]([OH:1])[CH:3]=1)[C:11]([O:13][CH2:14][CH:15]([OH:26])[CH2:16][O:17][C:18]([C:20]1[CH:25]=[CH:24][CH:23]=[CH:22][CH:21]=1)=[O:19])=[O:12]. (5) The reactants are [C:1]1([CH2:7][C:8](Cl)=[O:9])[CH:6]=[CH:5][CH:4]=[CH:3][CH:2]=1.[S-:11][C:12]#[N:13].[K+].[NH2:15][C:16]1[CH:36]=[CH:35][C:19]([O:20][C:21]2[CH:26]=[CH:25][N:24]=[C:23]([NH:27][C:28]([N:30]3[CH2:34][CH2:33][CH2:32][CH2:31]3)=[O:29])[CH:22]=2)=[C:18]([F:37])[CH:17]=1.C(OCC)C. The catalyst is C(#N)C. The product is [F:37][C:18]1[CH:17]=[C:16]([NH:15][C:12]([NH:13][C:8](=[O:9])[CH2:7][C:1]2[CH:6]=[CH:5][CH:4]=[CH:3][CH:2]=2)=[S:11])[CH:36]=[CH:35][C:19]=1[O:20][C:21]1[CH:26]=[CH:25][N:24]=[C:23]([NH:27][C:28]([N:30]2[CH2:31][CH2:32][CH2:33][CH2:34]2)=[O:29])[CH:22]=1. The yield is 0.340. (6) The reactants are I[C:2]1[CH:3]=[C:4]([CH:8]=[C:9]([N+:11]([O-:13])=[O:12])[CH:10]=1)[C:5]([OH:7])=[O:6].B(O)(O)[C:15]1[CH:16]=[CH:17][C:18]([CH3:21])=[CH:19][CH:20]=1.C([O-])([O-])=O.[Cs+].[Cs+].[OH-].[Na+]. The yield is 0.972. The product is [CH3:21][C:18]1[CH:19]=[CH:20][C:15]([C:2]2[CH:10]=[C:9]([N+:11]([O-:13])=[O:12])[CH:8]=[C:4]([C:5]([OH:7])=[O:6])[CH:3]=2)=[CH:16][CH:17]=1. The catalyst is C1(C)C=CC=CC=1.C(O)C.O.C1C=CC([P]([Pd]([P](C2C=CC=CC=2)(C2C=CC=CC=2)C2C=CC=CC=2)([P](C2C=CC=CC=2)(C2C=CC=CC=2)C2C=CC=CC=2)[P](C2C=CC=CC=2)(C2C=CC=CC=2)C2C=CC=CC=2)(C2C=CC=CC=2)C2C=CC=CC=2)=CC=1. (7) The reactants are [Cl-].[Li+].[Cu](C#N)C#N.[CH:8]1([Mg]Cl)[CH2:12][CH2:11][CH2:10][CH2:9]1.C(OCC)C.[C:20]([O:24][CH3:25])(=[O:23])[C:21]#[CH:22].[I:26]I. The catalyst is O1CCCC1. The product is [CH3:25][O:24][C:20](=[O:23])/[C:21](/[I:26])=[CH:22]\[CH:8]1[CH2:12][CH2:11][CH2:10][CH2:9]1. The yield is 0.970. (8) The reactants are [CH3:1][O:2][C:3](=[O:37])[C:4]([C:16]1[CH:21]=[CH:20][C:19]([O:22][C:23]2[CH:28]=[CH:27][C:26]([CH:29]=[C:30]3[S:34][C:33](=[O:35])[NH:32][C:31]3=[O:36])=[CH:25][CH:24]=2)=[CH:18][CH:17]=1)=[CH:5][C:6]1[CH:11]=[C:10]([O:12][CH3:13])[CH:9]=[C:8]([O:14][CH3:15])[CH:7]=1.C([O-])=O.[NH4+].O=O. The catalyst is C(O)(=O)C.[Pd]. The product is [CH3:1][O:2][C:3](=[O:37])[C:4]([C:16]1[CH:21]=[CH:20][C:19]([O:22][C:23]2[CH:28]=[CH:27][C:26]([CH2:29][CH:30]3[S:34][C:33](=[O:35])[NH:32][C:31]3=[O:36])=[CH:25][CH:24]=2)=[CH:18][CH:17]=1)=[CH:5][C:6]1[CH:11]=[C:10]([O:12][CH3:13])[CH:9]=[C:8]([O:14][CH3:15])[CH:7]=1. The yield is 0.492.